Dataset: Catalyst prediction with 721,799 reactions and 888 catalyst types from USPTO. Task: Predict which catalyst facilitates the given reaction. Reactant: [CH3:1][N:2]1[C:7]2=[N:8][CH:9]=[N:10][C:11]([C:12]3[CH:17]=[CH:16][CH:15]=[CH:14][CH:13]=3)=[C:6]2[CH2:5][C:4]([CH3:18])=[N:3]1.[BH4-].[Na+].B(O)(O)O. Product: [CH3:1][N:2]1[C:7]2=[N:8][CH:9]=[N:10][C:11]([C:12]3[CH:17]=[CH:16][CH:15]=[CH:14][CH:13]=3)=[C:6]2[CH2:5][CH:4]([CH3:18])[NH:3]1. The catalyst class is: 1.